Task: Predict the reactants needed to synthesize the given product.. Dataset: Full USPTO retrosynthesis dataset with 1.9M reactions from patents (1976-2016) Given the product [CH3:8][C:5]1[CH:6]=[CH:7][C:2]2[N:12]3[CH2:16][CH2:15][CH2:14][C:13]3=[N:9][C:3]=2[CH:4]=1, predict the reactants needed to synthesize it. The reactants are: Cl[C:2]1[CH:7]=[CH:6][C:5]([CH3:8])=[CH:4][C:3]=1[N+:9]([O-])=O.[NH:12]1[CH2:16][CH2:15][CH2:14][C:13]1=O.